From a dataset of Forward reaction prediction with 1.9M reactions from USPTO patents (1976-2016). Predict the product of the given reaction. (1) Given the reactants Br[C:2]1[CH:3]=[C:4]([C:8]2([C:18]3[CH:23]=[CH:22][N:21]=[C:20]([C:24]([F:27])([F:26])[F:25])[CH:19]=3)[C:16]3[C:11](=[N:12][CH:13]=[CH:14][CH:15]=3)[C:10]([NH2:17])=[N:9]2)[CH:5]=[CH:6][CH:7]=1.[CH3:28][O:29][C:30]1[CH:35]=[CH:34][N:33]=[C:32]([Sn](CCCC)(CCCC)CCCC)[CH:31]=1, predict the reaction product. The product is: [CH3:28][O:29][C:30]1[CH:35]=[CH:34][N:33]=[C:32]([C:2]2[CH:3]=[C:4]([C:8]3([C:18]4[CH:23]=[CH:22][N:21]=[C:20]([C:24]([F:25])([F:26])[F:27])[CH:19]=4)[C:16]4[C:11](=[N:12][CH:13]=[CH:14][CH:15]=4)[C:10]([NH2:17])=[N:9]3)[CH:5]=[CH:6][CH:7]=2)[CH:31]=1. (2) Given the reactants [OH-].[Na+].[O:3]=[C:4]1[C:13]2[C:8](=[CH:9][CH:10]=[CH:11][CH:12]=2)[NH:7][CH:6]([C:14]2[CH:21]=[CH:20][C:17]([C:18]#[N:19])=[CH:16][CH:15]=2)[CH2:5]1.[N:22]1[CH:27]=[CH:26][C:25]([CH:28]=O)=[CH:24][CH:23]=1, predict the reaction product. The product is: [O:3]=[C:4]1[C:13]2[C:8](=[CH:9][CH:10]=[CH:11][CH:12]=2)[N:7]=[C:6]([C:14]2[CH:15]=[CH:16][C:17]([C:18]#[N:19])=[CH:20][CH:21]=2)[C:5]1=[CH:28][C:25]1[CH:26]=[CH:27][N:22]=[CH:23][CH:24]=1. (3) Given the reactants [H-].[Na+].[N:3]1([C:8]2[CH:13]=[CH:12][CH:11]=[CH:10][C:9]=2[NH:14][C:15]([C:17]2[C:29]3[C:28](=[O:30])[C:27]4[C:22](=[CH:23][CH:24]=[CH:25][CH:26]=4)[C:21]=3[CH:20]=[CH:19][CH:18]=2)=[O:16])[CH:7]=[CH:6][CH:5]=[N:4]1.[CH3:31]I, predict the reaction product. The product is: [CH3:31][N:14]([C:9]1[CH:10]=[CH:11][CH:12]=[CH:13][C:8]=1[N:3]1[CH:7]=[CH:6][CH:5]=[N:4]1)[C:15]([C:17]1[C:29]2[C:28](=[O:30])[C:27]3[C:22](=[CH:23][CH:24]=[CH:25][CH:26]=3)[C:21]=2[CH:20]=[CH:19][CH:18]=1)=[O:16]. (4) Given the reactants [C:1]([C:3]1[CH:27]=[CH:26][C:6]([O:7][C:8]2[N:16]=[C:15]([O:17][C:18]3[CH:23]=[CH:22][C:21]([C:24]#[N:25])=[CH:20][CH:19]=3)[CH:14]=[CH:13][C:9]=2[C:10](O)=[O:11])=[CH:5][CH:4]=1)#[N:2].[CH2:28]([O:30][C:31](=[O:35])[CH2:32][CH2:33][NH2:34])[CH3:29], predict the reaction product. The product is: [CH2:28]([O:30][C:31](=[O:35])[CH2:32][CH2:33][NH:34][C:10]([C:9]1[C:8]([O:7][C:6]2[CH:5]=[CH:4][C:3]([C:1]#[N:2])=[CH:27][CH:26]=2)=[N:16][C:15]([O:17][C:18]2[CH:19]=[CH:20][C:21]([C:24]#[N:25])=[CH:22][CH:23]=2)=[CH:14][CH:13]=1)=[O:11])[CH3:29]. (5) Given the reactants [F:1][C:2]1[CH:23]=[CH:22][CH:21]=[C:20]([F:24])[C:3]=1[CH2:4][O:5][C:6]1[C:7]2[N:8]([C:12]([C:16]([NH:18][NH2:19])=[O:17])=[C:13]([CH3:15])[N:14]=2)[CH:9]=[CH:10][CH:11]=1.N1([C:30](N2C=CN=C2)=[O:31])C=CN=C1.O, predict the reaction product. The product is: [F:1][C:2]1[CH:23]=[CH:22][CH:21]=[C:20]([F:24])[C:3]=1[CH2:4][O:5][C:6]1[C:7]2[N:8]([C:12]([C:16]3[O:17][C:30](=[O:31])[NH:19][N:18]=3)=[C:13]([CH3:15])[N:14]=2)[CH:9]=[CH:10][CH:11]=1. (6) Given the reactants [Cl:1][C:2]1[CH:27]=[CH:26][C:5]2[N:6]3[C:10]([CH2:11][NH:12][CH2:13][C:4]=2[CH:3]=1)=[N:9][N:8]=[C:7]3[CH:14]1[CH2:19][CH2:18][N:17]([C:20]2[CH:25]=[CH:24][CH:23]=[CH:22][N:21]=2)[CH2:16][CH2:15]1.[CH:28](O)=[O:29], predict the reaction product. The product is: [Cl:1][C:2]1[CH:27]=[CH:26][C:5]2[N:6]3[C:10]([CH2:11][N:12]([CH:28]=[O:29])[CH2:13][C:4]=2[CH:3]=1)=[N:9][N:8]=[C:7]3[CH:14]1[CH2:15][CH2:16][N:17]([C:20]2[CH:25]=[CH:24][CH:23]=[CH:22][N:21]=2)[CH2:18][CH2:19]1. (7) Given the reactants [Cl:1][C:2]1[CH:14]=[C:13]([O:15][CH2:16][CH:17]=[C:18]([Cl:20])[Cl:19])[CH:12]=[C:11]([Cl:21])[C:3]=1[O:4][CH2:5][CH2:6][CH2:7][CH2:8]C=O.Cl.[C:23]([O:27][NH2:28])([CH3:26])([CH3:25])[CH3:24].Cl.N1C=CC=C[CH:31]=1, predict the reaction product. The product is: [C:23]([O:27][N:28]=[CH:8][CH2:7][CH2:6][CH:5]([O:4][C:3]1[C:11]([Cl:21])=[CH:12][C:13]([O:15][CH2:16][CH:17]=[C:18]([Cl:19])[Cl:20])=[CH:14][C:2]=1[Cl:1])[CH3:31])([CH3:26])([CH3:25])[CH3:24]. (8) Given the reactants [CH3:1][N:2]([CH3:21])[CH2:3][CH2:4][CH2:5][O:6][C:7]([N:9]1[C:15]2[CH:16]=[CH:17][C:18]([NH2:20])=[CH:19][C:14]=2[O:13][CH2:12][CH2:11][CH2:10]1)=[O:8].[CH3:22][NH:23][C:24]([C:26]1[S:27][CH:28]=[CH:29][C:30]=1[NH:31][C:32]1[C:37]([Cl:38])=[CH:36][N:35]=[C:34](Cl)[N:33]=1)=[O:25], predict the reaction product. The product is: [CH3:21][N:2]([CH3:1])[CH2:3][CH2:4][CH2:5][O:6][C:7]([N:9]1[C:15]2[CH:16]=[CH:17][C:18]([NH:20][C:34]3[N:33]=[C:32]([NH:31][C:30]4[CH:29]=[CH:28][S:27][C:26]=4[C:24](=[O:25])[NH:23][CH3:22])[C:37]([Cl:38])=[CH:36][N:35]=3)=[CH:19][C:14]=2[O:13][CH2:12][CH2:11][CH2:10]1)=[O:8]. (9) Given the reactants Cl[C:2]1[N:10]=[CH:9][N:8]=[C:7]2[C:3]=1[N:4]=[C:5]([C:18]1[CH:23]=[CH:22][CH:21]=[CH:20][C:19]=1[Cl:24])[N:6]2[C:11]1[CH:16]=[CH:15][C:14]([Cl:17])=[CH:13][CH:12]=1.[C:25]([NH:29][C:30]([C:32]1([C:38]2[CH:43]=[CH:42][CH:41]=[CH:40][CH:39]=2)[CH2:37][CH2:36][NH:35][CH2:34][CH2:33]1)=[O:31])([CH3:28])([CH3:27])[CH3:26].C(N(CC)CC)C, predict the reaction product. The product is: [C:25]([NH:29][C:30]([C:32]1([C:38]2[CH:43]=[CH:42][CH:41]=[CH:40][CH:39]=2)[CH2:37][CH2:36][N:35]([C:2]2[N:10]=[CH:9][N:8]=[C:7]3[C:3]=2[N:4]=[C:5]([C:18]2[CH:23]=[CH:22][CH:21]=[CH:20][C:19]=2[Cl:24])[N:6]3[C:11]2[CH:12]=[CH:13][C:14]([Cl:17])=[CH:15][CH:16]=2)[CH2:34][CH2:33]1)=[O:31])([CH3:28])([CH3:26])[CH3:27]. (10) Given the reactants [CH3:1][O:2][C:3]1[CH:4]=[C:5]([CH:37]=[CH:38][C:39]=1[C:40]([CH3:43])([CH3:42])[CH3:41])[C:6]([N:8]1[C@@H:12]([C:13]2[S:14][CH:15]=[CH:16][N:17]=2)[C@@H:11]([C:18]2[CH:23]=[N:22][CH:21]=[CH:20][N:19]=2)[CH2:10][C@@:9]1([CH2:31][C:32]1[N:33]=[CH:34][S:35][CH:36]=1)[C:24]([O:26]C(C)(C)C)=[O:25])=[O:7].FC(F)(F)C(O)=O, predict the reaction product. The product is: [CH3:1][O:2][C:3]1[CH:4]=[C:5]([CH:37]=[CH:38][C:39]=1[C:40]([CH3:43])([CH3:42])[CH3:41])[C:6]([N:8]1[C@@H:12]([C:13]2[S:14][CH:15]=[CH:16][N:17]=2)[C@@H:11]([C:18]2[CH:23]=[N:22][CH:21]=[CH:20][N:19]=2)[CH2:10][C@@:9]1([CH2:31][C:32]1[N:33]=[CH:34][S:35][CH:36]=1)[C:24]([OH:26])=[O:25])=[O:7].